This data is from Peptide-MHC class I binding affinity with 185,985 pairs from IEDB/IMGT. The task is: Regression. Given a peptide amino acid sequence and an MHC pseudo amino acid sequence, predict their binding affinity value. This is MHC class I binding data. (1) The peptide sequence is FPRYPLNVL. The MHC is HLA-B40:01 with pseudo-sequence HLA-B40:01. The binding affinity (normalized) is 0.0847. (2) The peptide sequence is KYYTSYTLK. The MHC is HLA-A26:01 with pseudo-sequence HLA-A26:01. The binding affinity (normalized) is 0.0847. (3) The peptide sequence is IISRTRLYDY. The MHC is HLA-A11:01 with pseudo-sequence HLA-A11:01. The binding affinity (normalized) is 0.340. (4) The peptide sequence is PFYGKAIPL. The MHC is Patr-A0701 with pseudo-sequence Patr-A0701. The binding affinity (normalized) is 0.267. (5) The peptide sequence is QENEIYTYF. The MHC is HLA-A31:01 with pseudo-sequence HLA-A31:01. The binding affinity (normalized) is 0.0847.